This data is from Peptide-MHC class I binding affinity with 185,985 pairs from IEDB/IMGT. The task is: Regression. Given a peptide amino acid sequence and an MHC pseudo amino acid sequence, predict their binding affinity value. This is MHC class I binding data. (1) The peptide sequence is WHYDQDHPY. The MHC is HLA-A30:02 with pseudo-sequence HLA-A30:02. The binding affinity (normalized) is 0.0221. (2) The peptide sequence is LPLKMLNIPSINVH. The MHC is HLA-B18:01 with pseudo-sequence HLA-B18:01. The binding affinity (normalized) is 0.0847.